The task is: Predict the product of the given reaction.. This data is from Forward reaction prediction with 1.9M reactions from USPTO patents (1976-2016). Given the reactants [C:1]([O:4][CH2:5][C:6]1[CH:7]=[CH:8][CH:9]=[C:10]2[C:15]=1[CH2:14][N:13](C(OC(C)(C)C)=O)[CH2:12][CH2:11]2)(=[O:3])[CH3:2].C(O)(C(F)(F)F)=O, predict the reaction product. The product is: [C:1]([O:4][CH2:5][C:6]1[CH:7]=[CH:8][CH:9]=[C:10]2[C:15]=1[CH2:14][NH:13][CH2:12][CH2:11]2)(=[O:3])[CH3:2].